This data is from Reaction yield outcomes from USPTO patents with 853,638 reactions. The task is: Predict the reaction yield, written as a fraction of the theoretical maximum amount of product (1.0 means a 100% yield; for example, 0.34 means a 34% yield). (1) The reactants are Br[C:2]1[CH:3]=[C:4]([C:8]2[N:9]=[C:10]([CH:20]([CH3:22])[CH3:21])[NH:11][C:12]=2[C:13]2[CH:18]=[CH:17][CH:16]=[C:15]([CH3:19])[N:14]=2)[CH:5]=[CH:6][CH:7]=1.[C:23]([C:25]1[CH:30]=[CH:29][C:28](B(O)O)=[CH:27][CH:26]=1)#N.[OH2:34].[C:35](#[N:37])C. The catalyst is COCCOC.C(OCC)(=O)C. The product is [CH:20]([C:10]1[NH:9][C:8]([C:4]2[CH:3]=[C:2]([C:28]3[CH:29]=[CH:30][C:25]([CH2:23][C:35]([NH2:37])=[O:34])=[CH:26][CH:27]=3)[CH:7]=[CH:6][CH:5]=2)=[C:12]([C:13]2[CH:18]=[CH:17][CH:16]=[C:15]([CH3:19])[N:14]=2)[N:11]=1)([CH3:22])[CH3:21]. The yield is 0.480. (2) The reactants are [Br:1][C:2]1[CH:10]=[CH:9][C:8]([Cl:11])=[CH:7][C:3]=1[C:4]([OH:6])=[O:5].Cl.[CH3:13]O. No catalyst specified. The product is [Br:1][C:2]1[CH:10]=[CH:9][C:8]([Cl:11])=[CH:7][C:3]=1[C:4]([O:6][CH3:13])=[O:5]. The yield is 0.920. (3) The yield is 0.540. The catalyst is CO.C(Cl)Cl. The product is [I:1][C:2]1[CH:3]=[C:4]([C@H:8]2[C:20]3[C:15](=[CH:16][C:17]([O:21][CH2:22][CH2:23][CH2:24][N:25]4[CH2:30][CH2:29][CH2:28][CH2:27][CH2:26]4)=[CH:18][CH:19]=3)[C@@H:11]3[CH2:12][CH2:13][CH2:14][N:10]3[CH2:9]2)[CH:5]=[CH:6][CH:7]=1. The reactants are [I:1][C:2]1[CH:3]=[C:4]([C:8](=O)[CH2:9][N:10]2[CH2:14][CH2:13][CH2:12][CH:11]2[C:15]2[CH:20]=[CH:19][CH:18]=[C:17]([O:21][CH2:22][CH2:23][CH2:24][N:25]3[CH2:30][CH2:29][CH2:28][CH2:27][CH2:26]3)[CH:16]=2)[CH:5]=[CH:6][CH:7]=1.N. (4) The reactants are [CH3:1][O:2][C:3](=[O:23])[CH:4]([S:20][CH2:21][CH3:22])[CH2:5][C:6]1[CH:11]=[CH:10][C:9]([O:12]CC2C=CC=CC=2)=[CH:8][CH:7]=1.CSC.B(F)(F)F.CCOCC. The catalyst is ClCCl. The product is [CH3:1][O:2][C:3](=[O:23])[CH:4]([S:20][CH2:21][CH3:22])[CH2:5][C:6]1[CH:11]=[CH:10][C:9]([OH:12])=[CH:8][CH:7]=1. The yield is 0.743.